This data is from Forward reaction prediction with 1.9M reactions from USPTO patents (1976-2016). The task is: Predict the product of the given reaction. Given the reactants [CH3:1][C:2]1[CH:3]([C:13]([O:15][CH2:16][CH3:17])=[O:14])[C:4]2([CH2:9][C:10](=[O:12])[CH:11]=1)[CH2:8][CH2:7][CH2:6][CH2:5]2, predict the reaction product. The product is: [CH3:1][C@H:2]1[CH2:11][C:10](=[O:12])[CH2:9][C:4]2([CH2:5][CH2:6][CH2:7][CH2:8]2)[C@H:3]1[C:13]([O:15][CH2:16][CH3:17])=[O:14].